Predict the product of the given reaction. From a dataset of Forward reaction prediction with 1.9M reactions from USPTO patents (1976-2016). (1) Given the reactants [CH:1]1([C:5](=[O:20])[CH2:6][C:7]2[CH:12]=[CH:11][C:10]([O:13][CH:14]3[CH2:19][CH2:18][CH2:17][CH2:16][CH2:15]3)=[CH:9][CH:8]=2)[CH2:4][CH2:3][CH2:2]1.C(N(CC)CC)C.[C:28]([O:32][CH2:33][CH3:34])(=[O:31])[CH:29]=[O:30], predict the reaction product. The product is: [CH2:33]([O:32][C:28](=[O:31])[CH:29]([OH:30])[CH:6]([C:7]1[CH:8]=[CH:9][C:10]([O:13][CH:14]2[CH2:15][CH2:16][CH2:17][CH2:18][CH2:19]2)=[CH:11][CH:12]=1)[C:5]([CH:1]1[CH2:2][CH2:3][CH2:4]1)=[O:20])[CH3:34]. (2) The product is: [Br:1][C:2]1[C:3]([CH2:8][NH:17][C:15](=[O:16])[C:14]2[CH:18]=[CH:19][C:11]([F:10])=[CH:12][CH:13]=2)=[N:4][CH:5]=[CH:6][CH:7]=1. Given the reactants [Br:1][C:2]1[C:3]([CH2:8]Br)=[N:4][CH:5]=[CH:6][CH:7]=1.[F:10][C:11]1[CH:19]=[CH:18][C:14]([C:15]([NH2:17])=[O:16])=[CH:13][CH:12]=1.[H-].[Na+], predict the reaction product. (3) Given the reactants [CH3:1][O:2][C:3]1[C:10]([CH3:11])=[C:9]([O:12][CH3:13])[CH:8]=[C:7]([CH3:14])[C:4]=1[CH:5]=[O:6].[CH2:15]([C:19]1C(OC)=CC(C)=CC=1OC)[CH2:16]CC.O=P(Cl)(Cl)Cl.CN(C=O)C, predict the reaction product. The product is: [CH2:11]([C:10]1[C:3]([O:2][CH3:1])=[C:4]([C:7]([CH3:14])=[CH:8][C:9]=1[O:12][CH3:13])[CH:5]=[O:6])[CH2:16][CH2:15][CH3:19]. (4) The product is: [NH:36]1[CH2:35][CH2:34][N:37]=[C:19]1[CH2:18][CH2:17][CH2:16][C:13]1[CH:12]=[CH:11][C:10]([N:5]2[C:4](=[S:21])[N:3]([C:22]3[CH:29]=[CH:28][C:25]([C:26]#[N:27])=[C:24]([C:30]([F:33])([F:32])[F:31])[CH:23]=3)[C:2](=[O:1])[C:6]32[CH2:7][CH2:8][CH2:9]3)=[CH:15][CH:14]=1. Given the reactants [O:1]=[C:2]1[C:6]2([CH2:9][CH2:8][CH2:7]2)[N:5]([C:10]2[CH:15]=[CH:14][C:13]([CH2:16][CH2:17][CH2:18][CH:19]=O)=[CH:12][CH:11]=2)[C:4](=[S:21])[N:3]1[C:22]1[CH:29]=[CH:28][C:25]([C:26]#[N:27])=[C:24]([C:30]([F:33])([F:32])[F:31])[CH:23]=1.[CH2:34]([NH2:37])[CH2:35][NH2:36].BrN1C(=O)CCC1=O, predict the reaction product.